From a dataset of Full USPTO retrosynthesis dataset with 1.9M reactions from patents (1976-2016). Predict the reactants needed to synthesize the given product. (1) The reactants are: Br[C:2]1[CH:7]=[CH:6][N:5]2[CH:8]=[C:9]([C:11]3[O:12][CH:13]=[CH:14][CH:15]=3)[N:10]=[C:4]2[CH:3]=1.Cl.[F:17][CH2:18][CH2:19][NH2:20].C([O-])([O-])=O.[Cs+].[Cs+].C(Cl)(Cl)Cl.CC1(C)C2C(=C(P(C3C=CC=CC=3)C3C=CC=CC=3)C=CC=2)OC2C(P(C3C=CC=CC=3)C3C=CC=CC=3)=CC=CC1=2. Given the product [F:17][CH2:18][CH2:19][NH:20][C:2]1[CH:7]=[CH:6][N:5]2[CH:8]=[C:9]([C:11]3[O:12][CH:13]=[CH:14][CH:15]=3)[N:10]=[C:4]2[CH:3]=1, predict the reactants needed to synthesize it. (2) Given the product [C:10]([O:14][C:15](=[O:42])[C@@H:16]([CH2:35][C:36]1[CH:37]=[CH:38][CH:39]=[CH:40][CH:41]=1)[NH:17][C:18](=[O:34])[NH:19][N:20]=[C:21]([C:28]1[CH:33]=[CH:32][CH:31]=[CH:30][CH:29]=1)[C:22]1[CH:27]=[CH:26][CH:25]=[CH:24][CH:23]=1)([CH3:13])([CH3:11])[CH3:12].[CH:54]([NH:57][C:58](=[O:85])[C@@H:59]([CH2:78][C:79]1[CH:80]=[CH:81][CH:82]=[CH:83][CH:84]=1)[NH:60][C:61](=[O:77])[NH:62][N:63]=[C:64]([C:71]1[CH:76]=[CH:75][CH:74]=[CH:73][CH:72]=1)[C:65]1[CH:70]=[CH:69][CH:68]=[CH:67][CH:66]=1)([CH3:56])[CH3:55].[CH:54]([NH:57][C:58](=[O:85])[C@@H:59]([CH2:78][C:79]1[CH:80]=[CH:81][CH:82]=[CH:83][CH:84]=1)[NH:60][C:61](=[O:77])[C:50](=[C:21]([C:22]1[CH:23]=[CH:24][CH:25]=[CH:26][CH:27]=1)[C:28]1[CH:29]=[CH:30][CH:31]=[CH:32][CH:33]=1)[NH:53][NH:9][C:1]#[CH:2])([CH3:55])[CH3:56], predict the reactants needed to synthesize it. The reactants are: [C:1]([NH2:9])(=O)[C:2]1C=CC=CC=1.[C:10]([O:14][C:15](=[O:42])[C@@H:16]([CH2:35][C:36]1[CH:41]=[CH:40][CH:39]=[CH:38][CH:37]=1)[NH:17][C:18](=[O:34])[NH:19][N:20]=[C:21]([C:28]1[CH:33]=[CH:32][CH:31]=[CH:30][CH:29]=1)[C:22]1[CH:27]=[CH:26][CH:25]=[CH:24][CH:23]=1)([CH3:13])([CH3:12])[CH3:11].C(O)(C(F)(F)F)=O.[CH:50]([NH2:53])(C)C.[CH:54]([NH:57][C:58](=[O:85])[C@@H:59]([CH2:78][C:79]1[CH:84]=[CH:83][CH:82]=[CH:81][CH:80]=1)[NH:60][C:61](=[O:77])[NH:62][N:63]=[C:64]([C:71]1[CH:76]=[CH:75][CH:74]=[CH:73][CH:72]=1)[C:65]1[CH:70]=[CH:69][CH:68]=[CH:67][CH:66]=1)([CH3:56])[CH3:55].